This data is from Merck oncology drug combination screen with 23,052 pairs across 39 cell lines. The task is: Regression. Given two drug SMILES strings and cell line genomic features, predict the synergy score measuring deviation from expected non-interaction effect. (1) Drug 2: CS(=O)(=O)CCNCc1ccc(-c2ccc3ncnc(Nc4ccc(OCc5cccc(F)c5)c(Cl)c4)c3c2)o1. Cell line: UWB1289. Drug 1: CCC1(O)CC2CN(CCc3c([nH]c4ccccc34)C(C(=O)OC)(c3cc4c(cc3OC)N(C)C3C(O)(C(=O)OC)C(OC(C)=O)C5(CC)C=CCN6CCC43C65)C2)C1. Synergy scores: synergy=-30.9. (2) Drug 1: O=C(CCCCCCC(=O)Nc1ccccc1)NO. Drug 2: NC(=O)c1cccc2cn(-c3ccc(C4CCCNC4)cc3)nc12. Cell line: SW837. Synergy scores: synergy=9.40. (3) Drug 1: O=S1(=O)NC2(CN1CC(F)(F)F)C1CCC2Cc2cc(C=CCN3CCC(C(F)(F)F)CC3)ccc2C1. Drug 2: C#Cc1cccc(Nc2ncnc3cc(OCCOC)c(OCCOC)cc23)c1. Cell line: UACC62. Synergy scores: synergy=18.3. (4) Cell line: OVCAR3. Drug 1: CC(=O)OC1C(=O)C2(C)C(O)CC3OCC3(OC(C)=O)C2C(OC(=O)c2ccccc2)C2(O)CC(OC(=O)C(O)C(NC(=O)c3ccccc3)c3ccccc3)C(C)=C1C2(C)C. Synergy scores: synergy=-13.1. Drug 2: CC1(c2nc3c(C(N)=O)cccc3[nH]2)CCCN1. (5) Drug 1: CCC1(O)CC2CN(CCc3c([nH]c4ccccc34)C(C(=O)OC)(c3cc4c(cc3OC)N(C)C3C(O)(C(=O)OC)C(OC(C)=O)C5(CC)C=CCN6CCC43C65)C2)C1. Drug 2: O=C(O)C1(Cc2cccc(Nc3nccs3)n2)CCC(Oc2cccc(Cl)c2F)CC1. Cell line: HT144. Synergy scores: synergy=13.6. (6) Drug 1: CS(=O)(=O)CCNCc1ccc(-c2ccc3ncnc(Nc4ccc(OCc5cccc(F)c5)c(Cl)c4)c3c2)o1. Drug 2: NC(=O)c1cccc2cn(-c3ccc(C4CCCNC4)cc3)nc12. Cell line: T47D. Synergy scores: synergy=-6.96.